Dataset: Reaction yield outcomes from USPTO patents with 853,638 reactions. Task: Predict the reaction yield, written as a fraction of the theoretical maximum amount of product (1.0 means a 100% yield; for example, 0.34 means a 34% yield). (1) The reactants are [Cl:1][C:2]1[CH:7]=[CH:6][CH:5]=[CH:4][C:3]=1[C:8]1[N:9]=[C:10]2[N:14]([C:15]=1[C:16](=[O:18])[CH3:17])[CH:13]=[CH:12][O:11]2.CO[CH:21](OC)[N:22]([CH3:24])[CH3:23]. The catalyst is C(OCC)(=O)C. The product is [CH3:21][N:22]([CH3:24])[CH:23]=[CH:17][C:16]([C:15]1[N:14]2[C:10]([O:11][CH:12]=[CH:13]2)=[N:9][C:8]=1[C:3]1[CH:4]=[CH:5][CH:6]=[CH:7][C:2]=1[Cl:1])=[O:18]. The yield is 0.520. (2) The reactants are [NH2:1][CH2:2][CH2:3][NH:4][C@@H:5]([C@@H:13]([CH3:16])[CH2:14][CH3:15])[C:6]([O:8][C:9]([CH3:12])([CH3:11])[CH3:10])=[O:7].[CH:17]([C:20]1[S:21][CH:22]=[C:23]([CH:25]=O)[N:24]=1)([CH3:19])[CH3:18].[BH4-].[Na+].[N+](C1C=C[C:35]([O:38]C(=O)OC2C=CC([N+]([O-])=O)=CC=2)=CC=1)([O-])=O. The catalyst is C1C=CC=CC=1.CO. The product is [CH:17]([C:20]1[S:21][CH:22]=[C:23]([CH2:25][N:1]2[CH2:2][CH2:3][N:4]([C@@H:5]([C@@H:13]([CH3:16])[CH2:14][CH3:15])[C:6]([O:8][C:9]([CH3:10])([CH3:11])[CH3:12])=[O:7])[C:35]2=[O:38])[N:24]=1)([CH3:18])[CH3:19]. The yield is 0.750. (3) The reactants are I[C:2]1[C:7]([CH:8]([O:13][C:14]([CH3:17])([CH3:16])[CH3:15])[C:9]([O:11][CH3:12])=[O:10])=[C:6]([CH3:18])[N:5]=[C:4]2[S:19][C:20]3[CH2:25][CH2:24][CH2:23][CH2:22][C:21]=3[C:3]=12.C(=O)([O-])[O-].[K+].[K+].[O:32]1[C:43]2[C:44]3[C:39]([C:40](B(O)O)=[CH:41][CH:42]=2)=[N:38][CH:37]=[CH:36][C:35]=3[CH2:34][CH2:33]1.C(OCC)(=O)C. The catalyst is COCCOC.O.C1C=CC([P]([Pd]([P](C2C=CC=CC=2)(C2C=CC=CC=2)C2C=CC=CC=2)([P](C2C=CC=CC=2)(C2C=CC=CC=2)C2C=CC=CC=2)[P](C2C=CC=CC=2)(C2C=CC=CC=2)C2C=CC=CC=2)(C2C=CC=CC=2)C2C=CC=CC=2)=CC=1. The product is [CH3:18][C:6]1[N:5]=[C:4]2[S:19][C:20]3[CH2:25][CH2:24][CH2:23][CH2:22][C:21]=3[C:3]2=[C:2]([C:40]2[C:39]3[C:44]4=[C:35]([CH2:34][CH2:33][O:32][C:43]4=[CH:42][CH:41]=2)[CH:36]=[CH:37][N:38]=3)[C:7]=1[CH:8]([O:13][C:14]([CH3:17])([CH3:16])[CH3:15])[C:9]([O:11][CH3:12])=[O:10]. The yield is 0.680. (4) The reactants are [Br:1][C:2]1[CH:3]=[CH:4][C:5]2[C:11]3[S:12][C:13]([C:15]([OH:17])=O)=[CH:14][C:10]=3[CH2:9][CH2:8][O:7][C:6]=2[CH:18]=1.CCN=C=NCCCN(C)C.[C:30]([NH:37][C:38](=[NH:41])[S:39][CH3:40])([O:32][C:33]([CH3:36])([CH3:35])[CH3:34])=[O:31]. The catalyst is C(Cl)Cl.CN(C1C=CN=CC=1)C. The product is [Br:1][C:2]1[CH:3]=[CH:4][C:5]2[C:11]3[S:12][C:13]([C:15]([N:41]=[C:38]([S:39][CH3:40])[NH:37][C:30]([O:32][C:33]([CH3:34])([CH3:35])[CH3:36])=[O:31])=[O:17])=[CH:14][C:10]=3[CH2:9][CH2:8][O:7][C:6]=2[CH:18]=1. The yield is 0.670. (5) The reactants are [Br:1][C:2]1[CH:7]=[CH:6][CH:5]=[CH:4][C:3]=1[OH:8].[C:9]12(O)[CH2:18][CH:13]3[CH2:14][CH:15]([CH2:17][CH:11]([CH2:12]3)[CH2:10]1)[CH2:16]2.S(=O)(=O)(O)O.O. The catalyst is ClCCl. The product is [C:9]12([C:6]3[CH:5]=[CH:4][C:3]([OH:8])=[C:2]([Br:1])[CH:7]=3)[CH2:18][CH:13]3[CH2:14][CH:15]([CH2:17][CH:11]([CH2:12]3)[CH2:10]1)[CH2:16]2. The yield is 0.900. (6) The reactants are O[Li].O.C([O:6][C:7]([C:9]1[CH:10]=[N:11][N:12]([C:14]2[NH:18][C:17]3[CH:19]=[C:20]([Cl:25])[C:21]([Cl:24])=[C:22]([Br:23])[C:16]=3[N:15]=2)[CH:13]=1)=[O:8])C.C1COCC1. The catalyst is O. The product is [Br:23][C:22]1[C:16]2[N:15]=[C:14]([N:12]3[CH:13]=[C:9]([C:7]([OH:8])=[O:6])[CH:10]=[N:11]3)[NH:18][C:17]=2[CH:19]=[C:20]([Cl:25])[C:21]=1[Cl:24]. The yield is 0.830. (7) The reactants are [N:1]1[CH:6]=[CH:5][CH:4]=[CH:3][C:2]=1[S:7]([CH:10]([NH:22][CH2:23][C:24]1[CH:29]=[CH:28][C:27]([C:30]2[S:31][CH:32]=[CH:33][N:34]=2)=[CH:26][CH:25]=1)[C:11]1[N:16]=[C:15]([NH:17][CH2:18][C:19]([OH:21])=[O:20])[CH:14]=[CH:13][CH:12]=1)(=[O:9])=[O:8].Cl.O1[CH2:41][CH2:40]OCC1. The catalyst is C(O)CCCCC. The product is [N:1]1[CH:6]=[CH:5][CH:4]=[CH:3][C:2]=1[S:7]([CH:10]([NH:22][CH2:23][C:24]1[CH:29]=[CH:28][C:27]([C:30]2[S:31][CH:32]=[CH:33][N:34]=2)=[CH:26][CH:25]=1)[C:11]1[N:16]=[C:15]([NH:17][CH2:18][C:19]([O:21][CH2:2][CH2:3][CH2:4][CH2:5][CH2:40][CH3:41])=[O:20])[CH:14]=[CH:13][CH:12]=1)(=[O:9])=[O:8]. The yield is 0.920.